This data is from Forward reaction prediction with 1.9M reactions from USPTO patents (1976-2016). The task is: Predict the product of the given reaction. Given the reactants [NH:1]1CC(=O)N[C:2]1=[O:3].[NH2:8][C@H:9]([C:14]([OH:16])=[O:15])[C@H:10]([CH2:12][CH3:13])[CH3:11].N1CC(=O)NC1=O.N[C@@H](C(O)=O)[C@H](CC)C, predict the reaction product. The product is: [C:2]([NH:8][C@@H:9]([C:14]([OH:16])=[O:15])[C@H:10]([CH2:12][CH3:13])[CH3:11])(=[O:3])[NH2:1].